This data is from Full USPTO retrosynthesis dataset with 1.9M reactions from patents (1976-2016). The task is: Predict the reactants needed to synthesize the given product. (1) The reactants are: [O:1]=[C:2]1[C:11]2[C:6](=[CH:7][CH:8]=[CH:9][CH:10]=2)[N:5]=[C:4]([CH2:12][CH2:13][CH2:14][C:15]([OH:17])=O)[NH:3]1.FC(F)(F)C(O)=O.[Cl:25][C:26]1[CH:27]=[C:28]([C:32]2[O:33][C:34]([CH:37]3[CH2:42][CH2:41][NH:40][CH2:39][CH2:38]3)=[N:35][N:36]=2)[CH:29]=[CH:30][CH:31]=1. Given the product [Cl:25][C:26]1[CH:27]=[C:28]([C:32]2[O:33][C:34]([CH:37]3[CH2:42][CH2:41][N:40]([C:15](=[O:17])[CH2:14][CH2:13][CH2:12][C:4]4[NH:3][C:2](=[O:1])[C:11]5[C:6](=[CH:7][CH:8]=[CH:9][CH:10]=5)[N:5]=4)[CH2:39][CH2:38]3)=[N:35][N:36]=2)[CH:29]=[CH:30][CH:31]=1, predict the reactants needed to synthesize it. (2) Given the product [F:23][C:20]1[CH:21]=[C:22]([C:11]2[CH:12]=[CH:13][C:8]([O:7][CH3:6])=[CH:9][CH:10]=2)[CH:17]=[CH:18][C:19]=1[F:24], predict the reactants needed to synthesize it. The reactants are: C1COCC1.[CH3:6][O:7][C:8]1[CH:13]=[CH:12][C:11]([Mg]Br)=[CH:10][CH:9]=1.Cl[C:17]1[CH:22]=[CH:21][C:20]([F:23])=[C:19]([F:24])[CH:18]=1.[Cl-].C(C1C=CC=C(C(C)C)C=1[NH+]1CCN(C2C(C(C)C)=CC=CC=2C(C)C)C1)(C)C. (3) Given the product [CH3:1][C:2]1([CH3:21])[CH2:7][CH:6]([N:8]2[CH2:12][CH2:11][O:10][C:9]2=[O:13])[CH2:5][CH2:4][NH:3]1, predict the reactants needed to synthesize it. The reactants are: [CH3:1][C:2]1([CH3:21])[CH2:7][CH:6]([N:8]2[CH2:12][CH2:11][O:10][C:9]2=[O:13])[CH2:5][CH2:4][N:3]1CC1C=CC=CC=1.